This data is from Reaction yield outcomes from USPTO patents with 853,638 reactions. The task is: Predict the reaction yield, written as a fraction of the theoretical maximum amount of product (1.0 means a 100% yield; for example, 0.34 means a 34% yield). (1) The reactants are Cl[C:2]1[CH:7]=[C:6]([CH3:8])[NH:5][C:4](=[O:9])[C:3]=1[C:10]#[N:11].[CH2:12]([NH2:14])[CH3:13].Cl. The yield is 0.622. The product is [CH2:12]([NH:14][C:2]1[CH:7]=[C:6]([CH3:8])[NH:5][C:4](=[O:9])[C:3]=1[C:10]#[N:11])[CH3:13]. The catalyst is CO. (2) The yield is 0.490. The catalyst is C(Cl)(Cl)Cl.CO. The reactants are [N:1]1[C:2]([C:10]([OH:12])=O)=[CH:3][N:4]2[CH:9]=[CH:8][CH:7]=[N:6][C:5]=12.[C:13]([C:17]1[N:22]=[C:21]([N:23]2[CH2:28][CH2:27][N:26]([CH2:29][CH2:30][CH2:31][CH2:32][NH2:33])[CH2:25][CH2:24]2)[CH:20]=[C:19]([C:34]([F:37])([F:36])[F:35])[N:18]=1)([CH3:16])([CH3:15])[CH3:14]. The product is [C:13]([C:17]1[N:22]=[C:21]([N:23]2[CH2:28][CH2:27][N:26]([CH2:29][CH2:30][CH2:31][CH2:32][NH:33][C:10]([C:2]3[N:1]=[C:5]4[N:6]=[CH:7][CH:8]=[CH:9][N:4]4[CH:3]=3)=[O:12])[CH2:25][CH2:24]2)[CH:20]=[C:19]([C:34]([F:36])([F:37])[F:35])[N:18]=1)([CH3:16])([CH3:14])[CH3:15]. (3) The reactants are [CH3:1][N:2]([CH3:19])[CH2:3][CH2:4][NH:5][CH:6]1[CH2:11][CH2:10][N:9]([C:12]([O:14][C:15]([CH3:18])([CH3:17])[CH3:16])=[O:13])[CH2:8][CH2:7]1.CCN(CC)CC.[Br:27][C:28]1[CH:33]=[CH:32][C:31]([S:34](Cl)(=[O:36])=[O:35])=[CH:30][CH:29]=1. The catalyst is C(Cl)Cl.CCOC(C)=O. The product is [Br:27][C:28]1[CH:33]=[CH:32][C:31]([S:34]([N:5]([CH2:4][CH2:3][N:2]([CH3:19])[CH3:1])[CH:6]2[CH2:7][CH2:8][N:9]([C:12]([O:14][C:15]([CH3:16])([CH3:18])[CH3:17])=[O:13])[CH2:10][CH2:11]2)(=[O:36])=[O:35])=[CH:30][CH:29]=1. The yield is 0.970. (4) The reactants are [NH:1]1[C:9]2[C:4](=[CH:5][CH:6]=[C:7]([CH:10]([C:16]3[CH:21]=[CH:20][CH:19]=[CH:18][C:17]=3[O:22][CH3:23])[CH2:11][C:12]([NH:14][CH3:15])=O)[CH:8]=2)[CH:3]=[CH:2]1.N1C2C(=CC=CC=2C(C2C=CC=CC=2)CCNC)C=C1. The product is [NH:1]1[C:9]2[C:4](=[CH:5][CH:6]=[C:7]([CH:10]([C:16]3[CH:21]=[CH:20][CH:19]=[CH:18][C:17]=3[O:22][CH3:23])[CH2:11][CH2:12][NH:14][CH3:15])[CH:8]=2)[CH:3]=[CH:2]1. The yield is 0.760. No catalyst specified. (5) The yield is 0.350. The product is [NH2:27][CH2:26][C:22]1[CH:21]=[C:20]([C:18]2[O:19][C:15]([C:9]3[C:8]([NH2:7])=[N:13][CH:12]=[C:11]([C:44]4[CH:43]=[CH:42][C:41]([S:38]([CH:35]([CH3:37])[CH3:36])(=[O:40])=[O:39])=[CH:46][CH:45]=4)[N:10]=3)=[N:16][N:17]=2)[CH:25]=[CH:24][CH:23]=1. The catalyst is O1CCOCC1.[Pd]. The reactants are C(=O)([O-])[O-].[Na+].[Na+].[NH2:7][C:8]1[C:9]([C:15]2[O:19][C:18]([C:20]3[CH:21]=[C:22]([CH2:26][NH:27]C(=O)OC(C)(C)C)[CH:23]=[CH:24][CH:25]=3)=[N:17][N:16]=2)=[N:10][C:11](Br)=[CH:12][N:13]=1.[CH:35]([S:38]([C:41]1[CH:46]=[CH:45][C:44](B(O)O)=[CH:43][CH:42]=1)(=[O:40])=[O:39])([CH3:37])[CH3:36].C1(P(C2C=CC=CC=2)C2C=CC=CC=2)C=CC=CC=1.C(O)(C(F)(F)F)=O. (6) The reactants are C(OC(=O)[NH:7][CH:8]([C:29](=[O:33])[N:30]([CH3:32])[CH3:31])[CH2:9][C:10]1[CH:15]=[CH:14][C:13]([O:16][C:17]2[CH:22]=[CH:21][C:20]([CH2:23][CH2:24][C:25](=[O:28])[NH:26][OH:27])=[CH:19][CH:18]=2)=[CH:12][CH:11]=1)(C)(C)C.C(Cl)[Cl:36]. No catalyst specified. The product is [ClH:36].[NH2:7][CH:8]([CH2:9][C:10]1[CH:15]=[CH:14][C:13]([O:16][C:17]2[CH:18]=[CH:19][C:20]([CH2:23][CH2:24][C:25](=[O:28])[NH:26][OH:27])=[CH:21][CH:22]=2)=[CH:12][CH:11]=1)[C:29]([N:30]([CH3:31])[CH3:32])=[O:33]. The yield is 0.980. (7) The reactants are [NH:1]1[CH2:6][CH2:5][CH:4]([N:7]2[C:11]3[CH:12]=[CH:13][CH:14]=[CH:15][C:10]=3[NH:9][C:8]2=[O:16])[CH2:3][CH2:2]1.[Na+].[I-].C([O-])([O-])=O.[Na+].[Na+].Cl[CH2:26][CH2:27][O:28][CH2:29][CH2:30][O:31][CH:32]([CH3:34])[CH3:33]. The catalyst is C(O)C.ClCCl. The product is [CH:32]([O:31][CH2:30][CH2:29][O:28][CH2:27][CH2:26][N:1]1[CH2:2][CH2:3][CH:4]([N:7]2[C:11]3[CH:12]=[CH:13][CH:14]=[CH:15][C:10]=3[NH:9][C:8]2=[O:16])[CH2:5][CH2:6]1)([CH3:34])[CH3:33]. The yield is 0.180. (8) The reactants are [CH2:1]([O:8][C:9]1[C:18](=[O:19])[N:17]2[C:12]([C:13]([CH3:21])([CH3:20])[O:14][CH2:15][CH2:16]2)=[N:11][C:10]=1[C:22](O)=[O:23])[C:2]1[CH:7]=[CH:6][CH:5]=[CH:4][CH:3]=1.Cl.[NH2:26][CH2:27][C:28]1[CH:33]=[CH:32][C:31]([F:34])=[CH:30][C:29]=1[N:35]1[CH2:38][CH2:37][C:36]1=[O:39].F[P-](F)(F)(F)(F)F.N1(O[P+](N(C)C)(N(C)C)N(C)C)C2C=CC=CC=2N=N1.C(N(C(C)C)CC)(C)C. The catalyst is CC#N.CN(C)C=O. The product is [F:34][C:31]1[CH:32]=[CH:33][C:28]([CH2:27][NH:26][C:22]([C:10]2[N:11]=[C:12]3[N:17]([C:18](=[O:19])[C:9]=2[O:8][CH2:1][C:2]2[CH:7]=[CH:6][CH:5]=[CH:4][CH:3]=2)[CH2:16][CH2:15][O:14][C:13]3([CH3:20])[CH3:21])=[O:23])=[C:29]([N:35]2[CH2:38][CH2:37][C:36]2=[O:39])[CH:30]=1. The yield is 0.720. (9) The reactants are [Br:1][C:2]1[CH:3]=[C:4]2[C:14](=[CH:15][CH:16]=1)[O:13][C:7]1([CH2:12][CH2:11][CH2:10][O:9][CH2:8]1)[CH2:6][C:5]2=[O:17].CO.[B-](F)(F)(F)[F:21].[B-](F)(F)(F)F.C1[N+]2(CCl)CC[N+](F)(CC2)C1. No catalyst specified. The product is [Br:1][C:2]1[CH:3]=[C:4]2[C:14](=[CH:15][CH:16]=1)[O:13][C:7]1([CH2:12][CH2:11][CH2:10][O:9][CH2:8]1)[CH:6]([F:21])[C:5]2=[O:17]. The yield is 0.100.